From a dataset of Full USPTO retrosynthesis dataset with 1.9M reactions from patents (1976-2016). Predict the reactants needed to synthesize the given product. (1) Given the product [CH3:1][O:2][CH2:3][C:4]([O:6][CH2:17][CH2:16][C:15]([O:14][CH3:13])([CH3:20])[CH3:19])=[O:5], predict the reactants needed to synthesize it. The reactants are: [CH3:1][O:2][CH2:3][C:4]([OH:6])=[O:5].C(Cl)(=O)C(Cl)=O.[CH3:13][O:14][C:15]([CH3:20])([CH3:19])[CH2:16][CH2:17]O.N1C=CC=CC=1.Cl. (2) Given the product [Cl:43][C:44]1[CH:45]=[CH:46][C:47]([C:50]2[CH:55]=[CH:54][C:53]([NH:56][CH2:15][C:17]3[CH:22]=[CH:21][CH:20]=[C:19]([C:23]([F:26])([F:25])[F:24])[C:18]=3[C:27]3[CH:28]=[CH:29][C:30]([C:33]([NH:35][CH2:36][CH2:37][C:38]([O:40][CH2:41][CH3:42])=[O:39])=[O:34])=[N:31][CH:32]=3)=[CH:52][CH:51]=2)=[CH:48][CH:49]=1, predict the reactants needed to synthesize it. The reactants are: [BH-](OC(C)=O)(OC(C)=O)OC(C)=O.[Na+].[CH:15]([C:17]1[CH:22]=[CH:21][CH:20]=[C:19]([C:23]([F:26])([F:25])[F:24])[C:18]=1[C:27]1[CH:28]=[CH:29][C:30]([C:33]([NH:35][CH2:36][CH2:37][C:38]([O:40][CH2:41][CH3:42])=[O:39])=[O:34])=[N:31][CH:32]=1)=O.[Cl:43][C:44]1[CH:49]=[CH:48][C:47]([C:50]2[CH:55]=[CH:54][C:53]([NH2:56])=[CH:52][CH:51]=2)=[CH:46][CH:45]=1.C([O-])([O-])=O.[K+].[K+]. (3) Given the product [CH3:11][C@@H:12]1[CH2:13][N:14]([CH3:18])[CH2:15][CH2:16][N:17]1[C:2]1[N:6]([CH3:7])[N:5]=[CH:4][C:3]=1[NH2:8], predict the reactants needed to synthesize it. The reactants are: Cl[C:2]1[N:6]([CH3:7])[N:5]=[CH:4][C:3]=1[N+:8]([O-])=O.[CH3:11][C@H:12]1[NH:17][CH2:16][CH2:15][N:14]([C:18](OC(C)(C)C)=O)[CH2:13]1. (4) Given the product [CH3:23][O:24][NH:15][CH2:13][CH2:12][CH2:11][C:8]1[CH:9]=[CH:10][C:5]([NH:4][C:1](=[O:3])[CH3:2])=[CH:6][CH:7]=1, predict the reactants needed to synthesize it. The reactants are: [C:1]([NH:4][C:5]1[CH:10]=[CH:9][C:8]([CH2:11][CH2:12][CH:13]=O)=[CH:7][CH:6]=1)(=[O:3])[CH3:2].[N:15]1C=CC=CC=1.B.Cl.[CH3:23][OH:24]. (5) Given the product [OH:1][C:2]1[CH:7]=[CH:6][C:5]([CH2:8][NH:9][NH:10][C:11](=[O:22])[CH:12]([OH:21])[C:13]2[CH:18]=[CH:17][C:16]([O:19][CH3:20])=[CH:15][CH:14]=2)=[CH:4][C:3]=1[O:23][CH3:24], predict the reactants needed to synthesize it. The reactants are: [OH:1][C:2]1[CH:7]=[CH:6][C:5](/[CH:8]=[N:9]/[NH:10][C:11](=[O:22])[CH:12]([OH:21])[C:13]2[CH:18]=[CH:17][C:16]([O:19][CH3:20])=[CH:15][CH:14]=2)=[CH:4][C:3]=1[O:23][CH3:24].[H][H]. (6) Given the product [NH2:23][C:17]1[CH:16]=[N:15][N:14]([CH2:13][CH2:12][O:11][C:8]2[CH:9]=[CH:10][C:5]([C:3]([O:2][CH3:1])=[O:4])=[CH:6][CH:7]=2)[C:18]=1[C:19]([O:21][CH3:22])=[O:20], predict the reactants needed to synthesize it. The reactants are: [CH3:1][O:2][C:3]([C:5]1[CH:10]=[CH:9][C:8]([O:11][CH2:12][CH2:13][N:14]2[C:18]([C:19]([O:21][CH3:22])=[O:20])=[C:17]([N+:23]([O-])=O)[CH:16]=[N:15]2)=[CH:7][CH:6]=1)=[O:4].COC(C1C=CC(OCCN2C=C([N+]([O-])=O)C(C(OC)=O)=N2)=CC=1)=O.C1COCC1. (7) The reactants are: [CH:1]([C:3]1[CH:4]=[CH:5][C:6]([O:13][CH2:14][C:15]2[N:16]=[C:17]([C:21]3[O:22][CH:23]=[CH:24][CH:25]=3)[O:18][C:19]=2[CH3:20])=[C:7]([CH:12]=1)[C:8]([O:10][CH3:11])=[O:9])=[O:2].C(O)C.[BH4-].[Na+].O. Given the product [O:22]1[CH:23]=[CH:24][CH:25]=[C:21]1[C:17]1[O:18][C:19]([CH3:20])=[C:15]([CH2:14][O:13][C:6]2[CH:5]=[CH:4][C:3]([CH2:1][OH:2])=[CH:12][C:7]=2[C:8]([O:10][CH3:11])=[O:9])[N:16]=1, predict the reactants needed to synthesize it. (8) Given the product [ClH:18].[F:1][C:2]1[C:3]([C:9]2[N:13]([CH:14]([CH3:15])[CH3:16])[C:12]([CH3:17])=[N:11][CH:10]=2)=[N:4][C:5]([NH:8][C:19]2[CH:20]=[CH:21][C:22]([C:27]([N:29]3[CH2:34][CH2:33][N:32]([CH3:35])[CH2:31][CH2:30]3)=[O:28])=[C:23]([CH:26]=2)[C:24]#[N:25])=[N:6][CH:7]=1, predict the reactants needed to synthesize it. The reactants are: [F:1][C:2]1[C:3]([C:9]2[N:13]([CH:14]([CH3:16])[CH3:15])[C:12]([CH3:17])=[N:11][CH:10]=2)=[N:4][C:5]([NH2:8])=[N:6][CH:7]=1.[Cl:18][C:19]1[CH:20]=[CH:21][C:22]([C:27]([N:29]2[CH2:34][CH2:33][N:32]([CH3:35])[CH2:31][CH2:30]2)=[O:28])=[C:23]([CH:26]=1)[C:24]#[N:25].C([O-])([O-])=O.[Cs+].[Cs+].CC(C1C=C(C(C)C)C(C2C=CC=CC=2P(C2CCCCC2)C2CCCCC2)=C(C(C)C)C=1)C.Cl. (9) Given the product [F:13][CH:14]([F:18])[C:15]1[NH:10][C:5]2[CH:4]=[CH:3][CH:2]=[CH:7][C:6]=2[N:9]=1, predict the reactants needed to synthesize it. The reactants are: [2H][C:2]1[C:7]([2H])=[C:6]([NH2:9])[C:5]([NH2:10])=[C:4]([2H])[C:3]=1[2H].[F:13][CH:14]([F:18])[C:15](O)=O.C(=O)([O-])[O-].[Na+].[Na+].